The task is: Predict the reactants needed to synthesize the given product.. This data is from Full USPTO retrosynthesis dataset with 1.9M reactions from patents (1976-2016). (1) Given the product [Br:1][C:2]1[CH:3]=[C:4]2[C:9](=[CH:10][CH:11]=1)[N:8]=[CH:7][N:6]=[C:5]2[C:20]1[CH:21]=[CH:22][C:14]([CH3:13])=[C:15]([CH:19]=1)[C:16]([OH:18])=[O:17], predict the reactants needed to synthesize it. The reactants are: [Br:1][C:2]1[CH:3]=[C:4]2[C:9](=[CH:10][CH:11]=1)[N:8]=[CH:7][N:6]=[C:5]2Cl.[CH3:13][C:14]1[CH:22]=[CH:21][C:20](B2OC(C)(C)C(C)(C)O2)=[CH:19][C:15]=1[C:16]([OH:18])=[O:17].[O-]P([O-])([O-])=O.[K+].[K+].[K+]. (2) Given the product [CH3:1][C:2]1[C:3]2[N:4]([C:18]([C:21]3[O:22][N:27]=[C:26]([C:28]4[S:29][C:30]([S:33]([NH2:34])(=[O:36])=[O:35])=[CH:31][CH:32]=4)[N:25]=3)=[CH:19][N:20]=2)[CH:5]=[C:6]([C:8]2[CH:9]=[CH:10][C:11]([C:14]([F:15])([F:16])[F:17])=[CH:12][CH:13]=2)[CH:7]=1, predict the reactants needed to synthesize it. The reactants are: [CH3:1][C:2]1[C:3]2[N:4]([C:18]([C:21](O)=[O:22])=[CH:19][N:20]=2)[CH:5]=[C:6]([C:8]2[CH:13]=[CH:12][C:11]([C:14]([F:17])([F:16])[F:15])=[CH:10][CH:9]=2)[CH:7]=1.O[NH:25][C:26]([C:28]1[S:29][C:30]([S:33](=[O:36])(=[O:35])[NH2:34])=[CH:31][CH:32]=1)=[NH:27]. (3) Given the product [CH:12]([C:11]1[NH:8][C:7]2[C:6]([CH:10]=1)=[CH:5][CH:4]=[C:3]([O:2][CH3:1])[CH:9]=2)([CH3:14])[CH3:13], predict the reactants needed to synthesize it. The reactants are: [CH3:1][O:2][C:3]1[CH:4]=[CH:5][C:6]([C:10]#[C:11][CH:12]([CH3:14])[CH3:13])=[C:7]([CH:9]=1)[NH2:8]. (4) Given the product [NH2:25][C:16]1[C:15]2[N:14]=[C:13]([CH2:26][CH2:27][O:28][CH3:29])[N:12]([CH2:11][CH2:10][CH2:9][NH:8][C:36]([N:30]3[CH2:35][CH2:34][O:33][CH2:32][CH2:31]3)=[O:37])[C:24]=2[C:23]2[CH:22]=[CH:21][CH:20]=[CH:19][C:18]=2[N:17]=1, predict the reactants needed to synthesize it. The reactants are: C(N(CC)CC)C.[NH2:8][CH2:9][CH2:10][CH2:11][N:12]1[C:24]2[C:23]3[CH:22]=[CH:21][CH:20]=[CH:19][C:18]=3[N:17]=[C:16]([NH2:25])[C:15]=2[N:14]=[C:13]1[CH2:26][CH2:27][O:28][CH3:29].[N:30]1([C:36](Cl)=[O:37])[CH2:35][CH2:34][O:33][CH2:32][CH2:31]1.C(=O)([O-])[O-].[Na+].[Na+]. (5) Given the product [CH3:14][C:15]1[CH:20]=[CH:19][CH:18]=[CH:17][C:16]=1[NH:21][C:22](=[O:23])[NH:11][C:10]1[CH:9]=[CH:8][C:5]([CH2:6][OH:7])=[CH:4][C:3]=1[O:2][CH3:1], predict the reactants needed to synthesize it. The reactants are: [CH3:1][O:2][C:3]1[CH:4]=[C:5]([CH:8]=[CH:9][C:10]=1[N+:11]([O-])=O)[CH2:6][OH:7].[CH3:14][C:15]1[CH:20]=[CH:19][CH:18]=[CH:17][C:16]=1[N:21]=[C:22]=[O:23]. (6) Given the product [F:15][C:2]([F:1])([F:14])[CH2:3][N:5]1[CH2:10][CH2:9][CH:8]([CH2:11][CH2:12][OH:13])[CH2:7][CH2:6]1, predict the reactants needed to synthesize it. The reactants are: [F:1][C:2]([F:15])([F:14])[C:3]([N:5]1[CH2:10][CH2:9][CH:8]([CH2:11][CH2:12][OH:13])[CH2:7][CH2:6]1)=O.